Dataset: Catalyst prediction with 721,799 reactions and 888 catalyst types from USPTO. Task: Predict which catalyst facilitates the given reaction. (1) Reactant: C([N:8]1[C:20]([CH3:21])=[C:19]2[C:10]([C:11]([NH2:22])=[N:12][C:13]3[CH:14]=[CH:15][CH:16]=[CH:17][C:18]=32)=[N:9]1)C1C=CC=CC=1. Product: [CH3:21][C:20]1[NH:8][N:9]=[C:10]2[C:19]=1[C:18]1[CH:17]=[CH:16][CH:15]=[CH:14][C:13]=1[N:12]=[C:11]2[NH2:22]. The catalyst class is: 570. (2) The catalyst class is: 9. Product: [Cl:1][C:2]1[C:9]([O:10][CH2:11][C:12]2[C:13]([CH3:24])=[C:14]([C:18]3[CH:19]=[CH:20][CH:21]=[CH:22][CH:23]=3)[CH:15]=[CH:16][CH:17]=2)=[CH:8][CH:7]=[C:4]([CH:5]=[O:6])[C:3]=1[O:25][CH2:37][C:36]1[CH:35]=[C:34]([CH:41]=[CH:40][CH:39]=1)[C:32]#[N:33]. Reactant: [Cl:1][C:2]1[C:3]([OH:25])=[C:4]([CH:7]=[CH:8][C:9]=1[O:10][CH2:11][C:12]1[C:13]([CH3:24])=[C:14]([C:18]2[CH:23]=[CH:22][CH:21]=[CH:20][CH:19]=2)[CH:15]=[CH:16][CH:17]=1)[CH:5]=[O:6].C(=O)([O-])[O-].[Cs+].[Cs+].[C:32]([C:34]1[CH:35]=[C:36]([CH:39]=[CH:40][CH:41]=1)[CH2:37]Br)#[N:33]. (3) Reactant: [OH:1][C:2]1[CH:7]=[CH:6][C:5]([CH2:8][C:9]([O:11][CH3:12])=[O:10])=[CH:4][C:3]=1[N+:13]([O-])=O. Product: [NH2:13][C:3]1[CH:4]=[C:5]([CH2:8][C:9]([O:11][CH3:12])=[O:10])[CH:6]=[CH:7][C:2]=1[OH:1]. The catalyst class is: 227.